From a dataset of Full USPTO retrosynthesis dataset with 1.9M reactions from patents (1976-2016). Predict the reactants needed to synthesize the given product. (1) Given the product [CH3:24][C:22]1[N:23]=[C:18]2[CH:17]=[CH:16][C:15]([CH2:14][N:11]3[CH2:10][CH2:9][NH:8][CH2:13][CH2:12]3)=[CH:20][N:19]2[C:21]=1[C:25]1[S:26][C:27]([C:36]2[N:40]=[CH:39][NH:38][N:37]=2)=[C:28]([C:30]2[CH:35]=[CH:34][CH:33]=[CH:32][CH:31]=2)[N:29]=1, predict the reactants needed to synthesize it. The reactants are: C(OC([N:8]1[CH2:13][CH2:12][N:11]([CH2:14][C:15]2[CH:16]=[CH:17][C:18]3[N:19]([C:21]([C:25]4[S:26][C:27]([C:36]5[N:40]=[CH:39][N:38](C6CCCCO6)[N:37]=5)=[C:28]([C:30]5[CH:35]=[CH:34][CH:33]=[CH:32][CH:31]=5)[N:29]=4)=[C:22]([CH3:24])[N:23]=3)[CH:20]=2)[CH2:10][CH2:9]1)=O)(C)(C)C.FC(F)(F)C(O)=O.C(Cl)Cl. (2) The reactants are: Br[C:2]1[CH:18]=[CH:17][C:5]([CH2:6][NH:7][C:8](=[O:16])[O:9][CH2:10][CH2:11][Si:12]([CH3:15])([CH3:14])[CH3:13])=[CH:4][CH:3]=1.[CH3:19][C:20]1[N:21]=[CH:22][S:23][C:24]=1C(O)=O.C(=O)([O-])[O-].[Cs+].[Cs+]. Given the product [CH3:19][C:20]1[N:21]=[CH:22][S:23][C:24]=1[C:2]1[CH:18]=[CH:17][C:5]([CH2:6][NH:7][C:8](=[O:16])[O:9][CH2:10][CH2:11][Si:12]([CH3:15])([CH3:14])[CH3:13])=[CH:4][CH:3]=1, predict the reactants needed to synthesize it. (3) Given the product [CH3:19][N:2]([CH3:1])[CH2:3][CH2:4][CH2:5][O:6][C:7]1[CH:8]=[CH:9][C:10]([CH2:13][C:24]2[CH:25]=[C:21]([NH2:20])[NH:22][N:23]=2)=[CH:11][CH:12]=1, predict the reactants needed to synthesize it. The reactants are: [CH3:1][N:2]([CH3:19])[CH2:3][CH2:4][CH2:5][O:6][C:7]1[CH:12]=[CH:11][C:10]([CH2:13]C(=O)CC#N)=[CH:9][CH:8]=1.[NH2:20][C:21]1[CH:25]=[CH:24][NH:23][N:22]=1.NN.